This data is from Reaction yield outcomes from USPTO patents with 853,638 reactions. The task is: Predict the reaction yield, written as a fraction of the theoretical maximum amount of product (1.0 means a 100% yield; for example, 0.34 means a 34% yield). (1) The reactants are [Cl:1][C:2]1[CH:14]=[C:13]([C:15]([CH3:17])=[CH2:16])[CH:12]=[CH:11][C:3]=1[C:4]([O:6][C:7]([CH3:10])([CH3:9])[CH3:8])=[O:5]. The catalyst is CO.[Pt](=O)=O. The product is [Cl:1][C:2]1[CH:14]=[C:13]([CH:15]([CH3:17])[CH3:16])[CH:12]=[CH:11][C:3]=1[C:4]([O:6][C:7]([CH3:10])([CH3:9])[CH3:8])=[O:5]. The yield is 0.744. (2) The reactants are Br[CH2:2][C:3]1[S:11][C:10]2[C:9]([N:12]3[CH2:17][CH2:16][O:15][CH2:14][CH2:13]3)=[N:8][C:7]([Cl:18])=[N:6][C:5]=2[CH:4]=1.C([O-])([O-])=O.[K+].[K+].[C:25]1(=[O:35])[NH:29][C:28](=[O:30])[C:27]2=[CH:31][CH:32]=[CH:33][CH:34]=[C:26]12. The catalyst is CN(C=O)C. The product is [Cl:18][C:7]1[N:8]=[C:9]([N:12]2[CH2:17][CH2:16][O:15][CH2:14][CH2:13]2)[C:10]2[S:11][C:3]([CH2:2][N:29]3[C:25](=[O:35])[C:26]4[C:27](=[CH:31][CH:32]=[CH:33][CH:34]=4)[C:28]3=[O:30])=[CH:4][C:5]=2[N:6]=1. The yield is 0.750. (3) The reactants are [F:1][CH:2]([F:23])[C:3]1[N:8]2[CH:9]=[N:10][C:11](I)=[C:7]2[N:6]=[C:5]([C:13]2[CH:18]=[CH:17][C:16]([C:19]([F:22])([F:21])[F:20])=[CH:15][CH:14]=2)[CH:4]=1.[CH3:24][Si:25]([C:28]#[CH:29])([CH3:27])[CH3:26].C(N(CC)CC)C. The catalyst is CN(C)C=O.Cl[Pd](Cl)([P](C1C=CC=CC=1)(C1C=CC=CC=1)C1C=CC=CC=1)[P](C1C=CC=CC=1)(C1C=CC=CC=1)C1C=CC=CC=1.[Cu]I.C1C=CC(P(C2C=CC=CC=2)C2C=CC=CC=2)=CC=1. The product is [F:1][CH:2]([F:23])[C:3]1[N:8]2[CH:9]=[N:10][C:11]([C:29]#[C:28][Si:25]([CH3:27])([CH3:26])[CH3:24])=[C:7]2[N:6]=[C:5]([C:13]2[CH:18]=[CH:17][C:16]([C:19]([F:22])([F:21])[F:20])=[CH:15][CH:14]=2)[CH:4]=1. The yield is 0.690. (4) The reactants are Br[C:2]1[CH:3]=[CH:4][C:5]([Cl:12])=[C:6]([C:8]([F:11])([F:10])[F:9])[CH:7]=1.C([Li])CCC.B(F)(F)F.CCOCC.[CH2:27]([O:34][CH:35]1[CH2:41][CH2:40][CH:39]2[CH:37]([O:38]2)[CH2:36]1)[C:28]1[CH:33]=[CH:32][CH:31]=[CH:30][CH:29]=1.[Cl-].[NH4+]. The catalyst is C1COCC1. The product is [CH2:27]([O:34][CH:35]1[CH2:41][CH2:40][CH:39]([OH:38])[CH:37]([C:2]2[CH:3]=[CH:4][C:5]([Cl:12])=[C:6]([C:8]([F:11])([F:10])[F:9])[CH:7]=2)[CH2:36]1)[C:28]1[CH:33]=[CH:32][CH:31]=[CH:30][CH:29]=1. The yield is 0.510. (5) The reactants are [CH2:1]([O:6][C:7](=[O:31])[C:8]1[C:13]([S:14][C:15]2[CH:20]=[CH:19][C:18]([S:21]([N:24]3[CH2:29][CH2:28][CH2:27][CH2:26][CH2:25]3)(=[O:23])=[O:22])=[CH:17][CH:16]=2)=[CH:12][N:11]=[C:10]([NH2:30])[CH:9]=1)[CH2:2][CH2:3][CH2:4][CH3:5].[Cl:32][C:33]1[CH:38]=[C:37]([Cl:39])[CH:36]=[CH:35][C:34]=1[S:40](Cl)(=[O:42])=[O:41]. The catalyst is CN(C)C1C=CN=CC=1.N1C=CC=CC=1. The product is [CH2:1]([O:6][C:7](=[O:31])[C:8]1[C:13]([S:14][C:15]2[CH:16]=[CH:17][C:18]([S:21]([N:24]3[CH2:29][CH2:28][CH2:27][CH2:26][CH2:25]3)(=[O:23])=[O:22])=[CH:19][CH:20]=2)=[CH:12][N:11]=[C:10]([NH:30][S:40]([C:34]2[CH:35]=[CH:36][C:37]([Cl:39])=[CH:38][C:33]=2[Cl:32])(=[O:42])=[O:41])[CH:9]=1)[CH2:2][CH2:3][CH2:4][CH3:5]. The yield is 0.290.